Dataset: Full USPTO retrosynthesis dataset with 1.9M reactions from patents (1976-2016). Task: Predict the reactants needed to synthesize the given product. Given the product [F:13][C:4]1[CH:3]=[C:2]([NH:1][S:20]([C:14]2[CH:19]=[CH:18][CH:17]=[CH:16][CH:15]=2)(=[O:22])=[O:21])[C:11]([F:12])=[CH:10][C:5]=1[C:6]([O:8][CH3:9])=[O:7], predict the reactants needed to synthesize it. The reactants are: [NH2:1][C:2]1[C:11]([F:12])=[CH:10][C:5]([C:6]([O:8][CH3:9])=[O:7])=[C:4]([F:13])[CH:3]=1.[C:14]1([S:20](Cl)(=[O:22])=[O:21])[CH:19]=[CH:18][CH:17]=[CH:16][CH:15]=1.N1C=CC=CC=1.